Dataset: Forward reaction prediction with 1.9M reactions from USPTO patents (1976-2016). Task: Predict the product of the given reaction. (1) The product is: [N:1]1[C:8]([Cl:9])=[N:7][C:5]([Cl:6])=[N:4][C:2]=1[Cl:3].[Cl:3][C:2]1[N:4]=[C:5]([C:21]2[CH:20]=[CH:19][C:18]([CH3:22])=[CH:17][C:16]=2[CH3:23])[N:7]=[C:8]([C:21]2[CH:20]=[CH:19][C:18]([CH3:22])=[CH:17][C:16]=2[CH3:23])[N:1]=1.[CH3:23][C:16]1[CH:17]=[C:18]([CH3:22])[CH:19]=[CH:20][C:21]=1[C:2]1[N:4]=[C:5]([C:21]2[CH:20]=[CH:19][C:18]([CH3:22])=[CH:17][C:16]=2[CH3:23])[N:7]=[C:8]([C:21]2[CH:20]=[CH:19][C:18]([CH3:22])=[CH:17][C:16]=2[CH3:23])[N:1]=1. Given the reactants [N:1]1[C:8]([Cl:9])=[N:7][C:5]([Cl:6])=[N:4][C:2]=1[Cl:3].[Cl-].[Al+3].[Cl-].[Cl-].[OH-].[Na+].[C:16]1([CH3:23])[CH:21]=[CH:20][CH:19]=[C:18]([CH3:22])[CH:17]=1, predict the reaction product. (2) Given the reactants F[C:2]1[CH:7]=[CH:6][C:5]([C:8]([F:11])([F:10])[F:9])=[CH:4][C:3]=1[N+:12]([O-:14])=[O:13].[CH3:15][NH2:16].C(O)C.O, predict the reaction product. The product is: [CH3:15][NH:16][C:2]1[CH:7]=[CH:6][C:5]([C:8]([F:11])([F:10])[F:9])=[CH:4][C:3]=1[N+:12]([O-:14])=[O:13]. (3) The product is: [Br-:48].[F:29][C:26]1[CH:27]=[CH:28][C:23]([CH2:22][S:21][C:12]2[N:11]([CH2:10][C:7]3[N:6]([CH2:30][C:31]4[CH:36]=[CH:35][C:34]([C:37]5[CH:38]=[CH:39][C:40]([C:43]([F:45])([F:46])[F:44])=[CH:41][CH:42]=5)=[CH:33][CH:32]=4)[C:5]([CH2:4][N+:2]([CH3:47])([CH3:1])[CH3:3])=[N:9][N:8]=3)[C:16]3[CH2:17][CH2:18][CH2:19][C:15]=3[C:14](=[O:20])[N:13]=2)=[CH:24][CH:25]=1. Given the reactants [CH3:1][N:2]([CH2:4][C:5]1[N:6]([CH2:30][C:31]2[CH:36]=[CH:35][C:34]([C:37]3[CH:42]=[CH:41][C:40]([C:43]([F:46])([F:45])[F:44])=[CH:39][CH:38]=3)=[CH:33][CH:32]=2)[C:7]([CH2:10][N:11]2[C:16]3[CH2:17][CH2:18][CH2:19][C:15]=3[C:14](=[O:20])[N:13]=[C:12]2[S:21][CH2:22][C:23]2[CH:28]=[CH:27][C:26]([F:29])=[CH:25][CH:24]=2)=[N:8][N:9]=1)[CH3:3].[CH3:47][Br:48], predict the reaction product. (4) Given the reactants [CH2:1]([C@@H:4]1[CH2:9][C@H:8]([C:10]2[CH:15]=[CH:14][CH:13]=[C:12]([Cl:16])[CH:11]=2)[C@@H:7]([C:17]2[CH:22]=[CH:21][C:20]([Cl:23])=[CH:19][CH:18]=2)[N:6]([C@@H:24]([CH2:29][CH3:30])[C:25](OC)=[O:26])[C:5]1=[O:31])[CH:2]=[CH2:3].[BH4-].[Li+], predict the reaction product. The product is: [CH2:1]([C@@H:4]1[CH2:9][C@H:8]([C:10]2[CH:15]=[CH:14][CH:13]=[C:12]([Cl:16])[CH:11]=2)[C@@H:7]([C:17]2[CH:18]=[CH:19][C:20]([Cl:23])=[CH:21][CH:22]=2)[N:6]([C@@H:24]([CH2:29][CH3:30])[CH2:25][OH:26])[C:5]1=[O:31])[CH:2]=[CH2:3]. (5) Given the reactants [CH3:1][C:2]([C:4]12[CH2:13][CH:8]3[CH2:9][CH:10]([CH2:12][CH:6]([CH2:7]3)[CH2:5]1)[CH2:11]2)=[O:3].[N:14]1[CH:19]=[CH:18][CH:17]=[C:16]([CH:20]=O)[CH:15]=1.[OH-].[Na+].Cl, predict the reaction product. The product is: [CH2:12]1[CH:6]2[CH2:5][C:4]3([C:2](/[CH:1]=[CH:20]/[C:16]4[CH:17]=[CH:18][CH:19]=[N:14][CH:15]=4)=[O:3])[CH2:13][CH:8]([CH2:7]2)[CH2:9][CH:10]1[CH2:11]3. (6) The product is: [CH3:1][C:2]1[N:24]=[C:5]2[N:6]=[C:7]([C:16]3[CH:23]=[CH:22][C:19]([CH2:20][N:26]4[CH2:30][CH2:29][CH:28]([C:31]5[N:32]=[C:33]([C:36]6[CH:41]=[CH:40][CH:39]=[CH:38][N:37]=6)[NH:34][N:35]=5)[CH2:27]4)=[CH:18][CH:17]=3)[C:8]([C:10]3[CH:15]=[CH:14][CH:13]=[CH:12][CH:11]=3)=[CH:9][N:4]2[N:3]=1. Given the reactants [CH3:1][C:2]1[N:24]=[C:5]2[N:6]=[C:7]([C:16]3[CH:23]=[CH:22][C:19]([CH:20]=O)=[CH:18][CH:17]=3)[C:8]([C:10]3[CH:15]=[CH:14][CH:13]=[CH:12][CH:11]=3)=[CH:9][N:4]2[N:3]=1.Cl.[NH:26]1[CH2:30][CH2:29][CH:28]([C:31]2[N:32]=[C:33]([C:36]3[CH:41]=[CH:40][CH:39]=[CH:38][N:37]=3)[NH:34][N:35]=2)[CH2:27]1.C(N(CC)CC)C.C(O[BH-](OC(=O)C)OC(=O)C)(=O)C.[Na+], predict the reaction product. (7) Given the reactants [F:1][C:2]([F:27])([F:26])[C:3]1[CH:4]=[CH:5][C:6]([O:9][C:10]2[CH:15]=[CH:14][C:13]([O:16][C:17]([N:19]3[CH2:24][CH2:23][CH:22]([OH:25])[CH2:21][CH2:20]3)=[O:18])=[CH:12][CH:11]=2)=[N:7][CH:8]=1.[N:28]1[CH:33]=[CH:32][CH:31]=[CH:30][C:29]=1[CH2:34][C:35]1[CH:40]=[CH:39][C:38](O)=[CH:37][CH:36]=1.C(OCC)(=O)C.CCCCCCC.Cl, predict the reaction product. The product is: [F:27][C:2]([F:1])([F:26])[C:3]1[CH:4]=[CH:5][C:6]([O:9][C:10]2[CH:11]=[CH:12][C:13]([O:16][C:17]([N:19]3[CH2:20][CH2:21][CH:22]([O:25][C:38]4[CH:37]=[CH:36][C:35]([CH2:34][C:29]5[CH:30]=[CH:31][CH:32]=[CH:33][N:28]=5)=[CH:40][CH:39]=4)[CH2:23][CH2:24]3)=[O:18])=[CH:14][CH:15]=2)=[N:7][CH:8]=1.